Dataset: Reaction yield outcomes from USPTO patents with 853,638 reactions. Task: Predict the reaction yield, written as a fraction of the theoretical maximum amount of product (1.0 means a 100% yield; for example, 0.34 means a 34% yield). (1) The reactants are [CH2:1]([O:3][C:4](=[O:13])[CH2:5][C:6]1[CH:7]=[C:8]([CH3:12])[CH:9]=[CH:10][CH:11]=1)[CH3:2].C1C(=O)N([Br:21])C(=O)C1.C(OOC(=O)C1C=CC=CC=1)(=O)C1C=CC=CC=1. No catalyst specified. The product is [Br:21][CH2:12][C:8]1[CH:7]=[C:6]([CH2:5][C:4]([O:3][CH2:1][CH3:2])=[O:13])[CH:11]=[CH:10][CH:9]=1. The yield is 0.770. (2) The reactants are [CH3:1][C:2]1[N:7]=[C:6](O)[C:5]2[S:9][C:10]([CH2:12][CH3:13])=[CH:11][C:4]=2[N:3]=1.P(Cl)(Cl)([Cl:16])=O. No catalyst specified. The product is [CH3:1][C:2]1[N:7]=[C:6]([Cl:16])[C:5]2[S:9][C:10]([CH2:12][CH3:13])=[CH:11][C:4]=2[N:3]=1. The yield is 0.740. (3) The reactants are C1C(=O)N([I:8])C(=O)C1.[CH3:9][C:10]1[N:11]=[C:12]([C:15]2([CH3:19])[CH2:18][O:17][CH2:16]2)[NH:13][CH:14]=1. The catalyst is C(#N)C. The product is [I:8][C:14]1[NH:13][C:12]([C:15]2([CH3:19])[CH2:16][O:17][CH2:18]2)=[N:11][C:10]=1[CH3:9]. The yield is 0.930. (4) The reactants are I[C:2]1[CH:3]=[C:4]([CH:7]=[CH:8][CH:9]=1)[C:5]#[N:6].[CH:10]#[CH:11].[CH3:12][SiH:13]([CH3:15])[CH3:14]. The catalyst is C(N(CC)CC)C.[Cu](I)I. The product is [CH3:12][Si:13]([C:10]#[C:11][C:2]1[CH:3]=[C:4]([CH:7]=[CH:8][CH:9]=1)[C:5]#[N:6])([CH3:15])[CH3:14]. The yield is 1.00. (5) The reactants are C(=O)([O-])[O-].[Na+].[Na+].[Cl:7][C:8]1[CH:9]=[CH:10][C:11]2[O:16][C:15](=[O:17])[NH:14][C:13](=[O:18])[C:12]=2[CH:19]=1.[CH2:20]([O:22][C:23](=[O:32])[CH2:24][CH2:25][CH2:26][CH2:27][CH2:28][CH2:29][CH2:30]Br)[CH3:21]. The catalyst is CC(N(C)C)=O. The product is [Cl:7][C:8]1[CH:9]=[CH:10][C:11]2[O:16][C:15](=[O:17])[N:14]([CH2:30][CH2:29][CH2:28][CH2:27][CH2:26][CH2:25][CH2:24][C:23]([O:22][CH2:20][CH3:21])=[O:32])[C:13](=[O:18])[C:12]=2[CH:19]=1. The yield is 0.995. (6) The reactants are NC1N([C:7]2[CH:8]=[C:9]([CH:13]=[CH:14][C:15]=2C)[C:10]([OH:12])=[O:11])N=CC=1C(=O)C1C=CC=CC=1.[C:25]([O:29][C:30](=O)NN)([CH3:28])(C)C.CCN=C=NC[CH2:40][CH2:41][N:42]([CH3:44])C.[CH:45]1C=CC2N(O)N=NC=2[CH:50]=1.[Cl-].[Na+].[OH2:57]. The catalyst is CN(C=O)C. The product is [CH2:45]([O:12][C:10](=[O:11])[C:9]1[CH:13]=[CH:14][CH:15]=[C:7]([O:57][CH2:40][CH2:41][N:42]2[CH2:28][CH2:25][O:29][CH2:30][CH2:44]2)[CH:8]=1)[CH3:50]. The yield is 0.260. (7) The reactants are [CH:1]1([CH2:4][O:5][C:6]2[CH:11]=[CH:10][C:9]([NH:12][S:13]([CH2:16][CH3:17])(=[O:15])=[O:14])=[CH:8][C:7]=2B2OC(C)(C)C(C)(C)O2)[CH2:3][CH2:2]1.Br[C:28]1[C:29]2[CH:38]=[CH:37][O:36][C:30]=2[C:31](=[O:35])[N:32]([CH3:34])[CH:33]=1.[O-]P([O-])([O-])=O.[K+].[K+].[K+]. The catalyst is O1CCOCC1.O.C1C=CC(P(C2C=CC=CC=2)[C-]2C=CC=C2)=CC=1.C1C=CC(P(C2C=CC=CC=2)[C-]2C=CC=C2)=CC=1.Cl[Pd]Cl.[Fe+2]. The product is [CH:1]1([CH2:4][O:5][C:6]2[CH:11]=[CH:10][C:9]([NH:12][S:13]([CH2:16][CH3:17])(=[O:14])=[O:15])=[CH:8][C:7]=2[C:28]2[C:29]3[CH:38]=[CH:37][O:36][C:30]=3[C:31](=[O:35])[N:32]([CH3:34])[CH:33]=2)[CH2:2][CH2:3]1. The yield is 0.160. (8) The reactants are [N+:1]([C:4]1[CH:8]=[CH:7][N:6]([CH2:9][CH2:10][OH:11])[N:5]=1)([O-])=O. The yield is 0.900. The catalyst is C(OCC)(=O)C.[Pd]. The product is [NH2:1][C:4]1[CH:8]=[CH:7][N:6]([CH2:9][CH2:10][OH:11])[N:5]=1. (9) The reactants are [Cl:1][C:2]1[CH:7]=[CH:6][C:5]([S:8]([CH2:11][C:12]#[N:13])(=[O:10])=[O:9])=[CH:4][CH:3]=1.[C:14](=O)([O-])[O-].[K+].[K+].[CH2:20]1[O:28][C:27]2[CH:26]=[CH:25][C:24]([N:29]=[C:30]=[S:31])=[CH:23][C:22]=2[O:21]1.CI.Cl. The catalyst is CC(C)=O. The product is [O:28]1[C:27]2[CH:26]=[CH:25][C:24]([NH:29][C:30]([S:31][CH3:14])=[C:11]([S:8]([C:5]3[CH:4]=[CH:3][C:2]([Cl:1])=[CH:7][CH:6]=3)(=[O:9])=[O:10])[C:12]#[N:13])=[CH:23][C:22]=2[O:21][CH2:20]1. The yield is 0.590. (10) The reactants are [NH2:1][C:2]1[CH:7]=[C:6]([C:8]2[CH:9]=[N:10][CH:11]=[CH:12][CH:13]=2)[CH:5]=[CH:4][C:3]=1[NH:14]C(=O)OC(C)(C)C.[NH2:22][C:23]1C=C(C2SC=CC=2)C=C[C:24]=1[NH:34][C:35](=O)OC(C)(C)C.CO[C:44]([C:46]1[CH:54]=[CH:53][C:49]([C:50]([OH:52])=O)=[CH:48][CH:47]=1)=[O:45].F[P-](F)(F)(F)(F)F.[N:62]1(O[P+](N(C)C)(N(C)C)N(C)C)[C:66]2C=CC=C[C:65]=2N=N1.N1C=CC=[CH:84][CH:83]=1. No catalyst specified. The product is [NH2:14][C:3]1[CH:4]=[CH:5][C:6]([C:8]2[CH:9]=[N:10][CH:11]=[CH:12][CH:13]=2)=[CH:7][C:2]=1[NH:1][C:44](=[O:45])[C:46]1[CH:47]=[CH:48][C:49]([C:50]([NH:62][CH2:66][CH2:65][N:22]2[CH2:23][CH2:24][N:34]([CH3:35])[CH2:84][CH2:83]2)=[O:52])=[CH:53][CH:54]=1. The yield is 0.870.